Task: Predict the reaction yield, written as a fraction of the theoretical maximum amount of product (1.0 means a 100% yield; for example, 0.34 means a 34% yield).. Dataset: Reaction yield outcomes from USPTO patents with 853,638 reactions (1) The reactants are [N:1]([CH2:4][CH:5]1[C:13]2[C:8](=[CH:9][CH:10]=[CH:11][CH:12]=2)[C:7](=[C:14]2[C:22]3[C:17](=[CH:18][CH:19]=[CH:20][CH:21]=3)[NH:16][C:15]2=[O:23])[O:6]1)=[C:2]=[O:3].[CH3:24][CH2:25][OH:26]. No catalyst specified. The product is [CH2:25]([O:26][C:2](=[O:3])[NH:1][CH2:4][CH:5]1[C:13]2[C:8](=[CH:9][CH:10]=[CH:11][CH:12]=2)[C:7](=[C:14]2[C:22]3[C:17](=[CH:18][CH:19]=[CH:20][CH:21]=3)[NH:16][C:15]2=[O:23])[O:6]1)[CH3:24]. The yield is 0.220. (2) The reactants are [S:1]1[CH:5]=[CH:4][C:3]([N:6]2[C:14]3[C:9](=[CH:10][CH:11]=[CH:12][CH:13]=3)[C:8](=O)[C:7]2=[O:16])=[CH:2]1.[F:17][C:18]([F:27])([F:26])[C:19]1[CH:20]=[C:21]([CH:23]=[CH:24][CH:25]=1)[NH2:22]. No catalyst specified. The product is [S:1]1[CH:5]=[CH:4][C:3]([N:6]2[C:14]3[C:9](=[CH:10][CH:11]=[CH:12][CH:13]=3)[C:8](=[N:22][C:21]3[CH:23]=[CH:24][CH:25]=[C:19]([C:18]([F:17])([F:26])[F:27])[CH:20]=3)[C:7]2=[O:16])=[CH:2]1. The yield is 0.220.